This data is from Full USPTO retrosynthesis dataset with 1.9M reactions from patents (1976-2016). The task is: Predict the reactants needed to synthesize the given product. (1) Given the product [Br:1][C:2]1[CH:3]=[N:4][C:5]2[N:6]([N:8]=[C:9]([C:11]([N:24]3[CH2:23][CH2:22][C:21]4[N:20]=[CH:19][CH:18]=[CH:17][C:16]=4[CH:15]3[CH3:14])=[O:13])[CH:10]=2)[CH:7]=1, predict the reactants needed to synthesize it. The reactants are: [Br:1][C:2]1[CH:3]=[N:4][C:5]2[N:6]([N:8]=[C:9]([C:11]([OH:13])=O)[CH:10]=2)[CH:7]=1.[CH3:14][CH:15]1[NH:24][CH2:23][CH2:22][C:21]2[N:20]=[CH:19][CH:18]=[CH:17][C:16]1=2. (2) Given the product [N+:24]([C:19]1[CH:20]=[N:21][CH:22]=[CH:23][C:18]=1[O:3][C@H:4]1[CH2:9][CH2:8][CH2:7][N:6]([C:10]([O:12][C:13]([CH3:16])([CH3:15])[CH3:14])=[O:11])[CH2:5]1)([O-:26])=[O:25], predict the reactants needed to synthesize it. The reactants are: [H-].[Na+].[OH:3][C@H:4]1[CH2:9][CH2:8][CH2:7][N:6]([C:10]([O:12][C:13]([CH3:16])([CH3:15])[CH3:14])=[O:11])[CH2:5]1.Cl[C:18]1[CH:23]=[CH:22][N:21]=[CH:20][C:19]=1[N+:24]([O-:26])=[O:25]. (3) Given the product [CH3:1][S:2]([O:5][C:6]1[CH:11]=[CH:10][C:9]([C:12]2([C:20]3[CH:25]=[CH:24][C:23]([F:26])=[C:22]([C:33]4[CH:38]=[N:37][CH:36]=[CH:35][N:34]=4)[CH:21]=3)[C:16](=[O:17])[NH:15][C:14]([NH2:19])=[N:13]2)=[CH:8][CH:7]=1)(=[O:3])=[O:4], predict the reactants needed to synthesize it. The reactants are: [CH3:1][S:2]([O:5][C:6]1[CH:11]=[CH:10][C:9]([C:12]2([C:20]3[CH:25]=[CH:24][C:23]([F:26])=[C:22](Br)[CH:21]=3)[C:16](=[O:17])[N:15](C)[C:14]([NH2:19])=[N:13]2)=[CH:8][CH:7]=1)(=[O:4])=[O:3].C([Sn](CCCC)(CCCC)[C:33]1[CH:38]=[N:37][CH:36]=[CH:35][N:34]=1)CCC. (4) Given the product [Cl:14][C:9]1[CH:8]=[C:7]([CH:5]2[C:4](=[O:15])[C:3]([O:16][S:31]([CH2:30][C:24]3[CH:29]=[CH:28][CH:27]=[CH:26][CH:25]=3)(=[O:33])=[O:32])=[C:2]([NH2:1])[O:6]2)[CH:12]=[CH:11][C:10]=1[Cl:13], predict the reactants needed to synthesize it. The reactants are: [NH2:1][C:2]1[O:6][CH:5]([C:7]2[CH:12]=[CH:11][C:10]([Cl:13])=[C:9]([Cl:14])[CH:8]=2)[C:4](=[O:15])[C:3]=1[OH:16].C(N(CC)CC)C.[C:24]1([CH2:30][S:31](Cl)(=[O:33])=[O:32])[CH:29]=[CH:28][CH:27]=[CH:26][CH:25]=1.[Cl-].[NH4+]. (5) The reactants are: ClC(Cl)(Cl)CO[C:5](=[O:45])[NH:6][C:7]1[CH:12]=[CH:11][C:10]([S:13][C:14]2[CH:19]=[CH:18][C:17]([C:20](=[O:30])[NH:21][C:22]3[CH:27]=[CH:26][C:25]([CH3:28])=[C:24]([F:29])[CH:23]=3)=[CH:16][C:15]=2[NH:31][C:32]2[C:33]3[CH:41]=[CH:40][C:39]([CH:42]([CH3:44])[CH3:43])=[N:38][C:34]=3[N:35]=[CH:36][N:37]=2)=[CH:9][CH:8]=1.C1CCN2[C:51](=[N:52][CH2:53]CC2)CC1.CNC. Given the product [CH3:51][N:52]([CH3:53])[C:5](=[O:45])[NH:6][C:7]1[CH:8]=[CH:9][C:10]([S:13][C:14]2[CH:19]=[CH:18][C:17]([C:20]([NH:21][C:22]3[CH:27]=[CH:26][C:25]([CH3:28])=[C:24]([F:29])[CH:23]=3)=[O:30])=[CH:16][C:15]=2[NH:31][C:32]2[C:33]3[CH:41]=[CH:40][C:39]([CH:42]([CH3:44])[CH3:43])=[N:38][C:34]=3[N:35]=[CH:36][N:37]=2)=[CH:11][CH:12]=1, predict the reactants needed to synthesize it. (6) Given the product [Br:1][C:12]1[C:13]2[C:18]([O:19][N:20]3[C:24]4[CH:25]=[CH:26][CH:27]=[CH:28][C:23]=4[N:22]=[N:21]3)=[N:17][C:16]([S:29][CH3:30])=[N:15][C:14]=2[NH:31][C:11]=1[CH2:9][CH3:10], predict the reactants needed to synthesize it. The reactants are: [Br:1]N1C(=O)CCC1=O.[CH2:9]([C:11]1[NH:31][C:14]2[N:15]=[C:16]([S:29][CH3:30])[N:17]=[C:18]([O:19][N:20]3[C:24]4[CH:25]=[CH:26][CH:27]=[CH:28][C:23]=4[N:22]=[N:21]3)[C:13]=2[CH:12]=1)[CH3:10].